From a dataset of NCI-60 drug combinations with 297,098 pairs across 59 cell lines. Regression. Given two drug SMILES strings and cell line genomic features, predict the synergy score measuring deviation from expected non-interaction effect. (1) Drug 1: C1CCC(C1)C(CC#N)N2C=C(C=N2)C3=C4C=CNC4=NC=N3. Drug 2: C1=CC(=CC=C1CCC2=CNC3=C2C(=O)NC(=N3)N)C(=O)NC(CCC(=O)O)C(=O)O. Cell line: MDA-MB-231. Synergy scores: CSS=13.0, Synergy_ZIP=-8.05, Synergy_Bliss=-0.349, Synergy_Loewe=-6.50, Synergy_HSA=0.580. (2) Drug 1: CCC1=C2CN3C(=CC4=C(C3=O)COC(=O)C4(CC)O)C2=NC5=C1C=C(C=C5)O. Drug 2: C(=O)(N)NO. Cell line: HCT-15. Synergy scores: CSS=19.4, Synergy_ZIP=-4.01, Synergy_Bliss=-6.32, Synergy_Loewe=-39.8, Synergy_HSA=-5.54. (3) Drug 1: CC1C(C(CC(O1)OC2CC(CC3=C2C(=C4C(=C3O)C(=O)C5=C(C4=O)C(=CC=C5)OC)O)(C(=O)C)O)N)O.Cl. Drug 2: CN(CC1=CN=C2C(=N1)C(=NC(=N2)N)N)C3=CC=C(C=C3)C(=O)NC(CCC(=O)O)C(=O)O. Cell line: A549. Synergy scores: CSS=54.2, Synergy_ZIP=-0.482, Synergy_Bliss=-1.03, Synergy_Loewe=0.414, Synergy_HSA=3.68. (4) Drug 1: CC1=C2C(C(=O)C3(C(CC4C(C3C(C(C2(C)C)(CC1OC(=O)C(C(C5=CC=CC=C5)NC(=O)OC(C)(C)C)O)O)OC(=O)C6=CC=CC=C6)(CO4)OC(=O)C)OC)C)OC. Drug 2: CCCCCOC(=O)NC1=NC(=O)N(C=C1F)C2C(C(C(O2)C)O)O. Cell line: UACC62. Synergy scores: CSS=39.2, Synergy_ZIP=4.01, Synergy_Bliss=4.81, Synergy_Loewe=-30.4, Synergy_HSA=4.82.